Dataset: Forward reaction prediction with 1.9M reactions from USPTO patents (1976-2016). Task: Predict the product of the given reaction. Given the reactants [CH3:1][C:2]1([CH3:14])[C:6]([CH3:8])([CH3:7])[O:5][B:4]([C:9]2[CH:10]=[N:11][NH:12][CH:13]=2)[O:3]1.[H-].[Na+].Cl[CH2:18][O:19][CH2:20][CH2:21][Si:22]([CH3:25])([CH3:24])[CH3:23].[Cl-].[NH4+], predict the reaction product. The product is: [CH3:1][C:2]1([CH3:14])[C:6]([CH3:7])([CH3:8])[O:5][B:4]([C:9]2[CH:13]=[N:12][N:11]([CH2:18][O:19][CH2:20][CH2:21][Si:22]([CH3:25])([CH3:24])[CH3:23])[CH:10]=2)[O:3]1.